Predict which catalyst facilitates the given reaction. From a dataset of Catalyst prediction with 721,799 reactions and 888 catalyst types from USPTO. The catalyst class is: 6. Product: [NH2:25][C:24]1[CH:23]=[CH:22][C:16]([C:17]([O:19][CH2:20][CH3:21])=[O:18])=[CH:15][C:14]=1[NH:13][CH2:12][C:11]1[CH:28]=[CH:29][C:30]([Cl:32])=[CH:31][C:10]=1[Cl:9]. Reactant: C(O)C.O1CCCC1.[Cl:9][C:10]1[CH:31]=[C:30]([Cl:32])[CH:29]=[CH:28][C:11]=1[CH2:12][NH:13][C:14]1[CH:15]=[C:16]([CH:22]=[CH:23][C:24]=1[N+:25]([O-])=O)[C:17]([O:19][CH2:20][CH3:21])=[O:18].S(S([O-])=O)([O-])=O.[Na+].[Na+].